This data is from Forward reaction prediction with 1.9M reactions from USPTO patents (1976-2016). The task is: Predict the product of the given reaction. (1) Given the reactants C([O:3][C:4]([C@H:6]([OH:34])[C@H:7]([NH:19][C:20]([CH2:22][CH2:23][CH2:24][C:25]1[CH:33]=[CH:32][CH:31]=[CH:30][C:26]=1[C:27]([OH:29])=[O:28])=[O:21])[CH2:8][C:9]1[CH:14]=[CH:13][CH:12]=[CH:11][C:10]=1[C:15]([F:18])([F:17])[F:16])=[O:5])C.C1COCC1.[OH-].[Na+], predict the reaction product. The product is: [C:4]([C@H:6]([OH:34])[C@H:7]([NH:19][C:20]([CH2:22][CH2:23][CH2:24][C:25]1[CH:33]=[CH:32][CH:31]=[CH:30][C:26]=1[C:27]([OH:29])=[O:28])=[O:21])[CH2:8][C:9]1[CH:14]=[CH:13][CH:12]=[CH:11][C:10]=1[C:15]([F:18])([F:17])[F:16])([OH:5])=[O:3]. (2) Given the reactants Br[C:2]1[C:7]([CH3:8])=[C:6]([Cl:9])[CH:5]=[CH:4][N:3]=1.[CH:10]1([CH:13]=[O:14])[CH2:12][CH2:11]1.O, predict the reaction product. The product is: [Cl:9][C:6]1[CH:5]=[CH:4][N:3]=[C:2]([CH:13]([CH:10]2[CH2:12][CH2:11]2)[OH:14])[C:7]=1[CH3:8]. (3) Given the reactants [O:1]=[C:2](O)[C@@H:3]([C@H:5]([C@@H:7]([C@@H:9]([CH2:11][OH:12])[OH:10])[OH:8])[OH:6])[OH:4].C([NH:21][NH2:22])(OC(C)(C)C)=O, predict the reaction product. The product is: [O:1]=[C:2]([NH:21][NH2:22])[C@@H:3]([C@H:5]([C@@H:7]([C@@H:9]([CH2:11][OH:12])[OH:10])[OH:8])[OH:6])[OH:4]. (4) Given the reactants O[C:2]([CH3:32])([CH3:31])[CH:3]=[CH:4][C:5]([N:7]1[CH2:12][CH2:11][N:10]([C:13]2[C:22]3[C:17](=[CH:18][C:19]([CH3:23])=[CH:20][CH:21]=3)[N:16]=[C:15]([C:24]3[CH:29]=[CH:28][CH:27]=[CH:26][C:25]=3[OH:30])[N:14]=2)[CH2:9][CH2:8]1)=[O:6].C(N(S(F)(F)[F:39])CC)C, predict the reaction product. The product is: [F:39][C:2]([CH3:32])([CH3:31])[CH:3]=[CH:4][C:5]([N:7]1[CH2:12][CH2:11][N:10]([C:13]2[C:22]3[C:17](=[CH:18][C:19]([CH3:23])=[CH:20][CH:21]=3)[N:16]=[C:15]([C:24]3[CH:29]=[CH:28][CH:27]=[CH:26][C:25]=3[OH:30])[N:14]=2)[CH2:9][CH2:8]1)=[O:6]. (5) The product is: [CH3:12][P:2]([C:3]1[CH:8]=[CH:7][C:6]([NH2:9])=[CH:5][CH:4]=1)([CH3:1])=[O:13]. Given the reactants [CH3:1][P:2](=[O:13])([CH3:12])[C:3]1[CH:8]=[CH:7][C:6]([N+:9]([O-])=O)=[CH:5][CH:4]=1, predict the reaction product.